From a dataset of Peptide-MHC class I binding affinity with 185,985 pairs from IEDB/IMGT. Regression. Given a peptide amino acid sequence and an MHC pseudo amino acid sequence, predict their binding affinity value. This is MHC class I binding data. (1) The peptide sequence is KAYKIISLK. The MHC is HLA-A02:03 with pseudo-sequence HLA-A02:03. The binding affinity (normalized) is 0.0847. (2) The peptide sequence is RPEFVKLTM. The MHC is HLA-A29:02 with pseudo-sequence HLA-A29:02. The binding affinity (normalized) is 0.213. (3) The peptide sequence is FLWWGKWRK. The MHC is HLA-A03:01 with pseudo-sequence HLA-A03:01. The binding affinity (normalized) is 0.872. (4) The peptide sequence is FKNSVFYSV. The MHC is HLA-B15:01 with pseudo-sequence HLA-B15:01. The binding affinity (normalized) is 0.0847. (5) The peptide sequence is SQSDTVFDY. The MHC is HLA-A29:02 with pseudo-sequence HLA-A29:02. The binding affinity (normalized) is 0.385.